The task is: Binary Classification. Given a miRNA mature sequence and a target amino acid sequence, predict their likelihood of interaction.. This data is from Experimentally validated miRNA-target interactions with 360,000+ pairs, plus equal number of negative samples. (1) The miRNA is hsa-miR-1297 with sequence UUCAAGUAAUUCAGGUG. The protein sequence of the target gene is MERVRMINVQRLLEAAEFLERRERECEHGYASSFPSMPSPRLQHSKPPRRLSRAQKHSSGSSNTSTANRSTHNELEKNRRAHLRLCLERLKVLIPLGPDCTRHTTLGLLNKAKAHIKKLEEAERKSQHQLENLEREQRFLKRRLEQLQGPQEMERIRMDSIGSTISSDRSDSEREEIEVDVESTEFSHGEADSVSTTSISDLDDHSSLQSVGSDEGYSSASVKLSFAS. Result: 0 (no interaction). (2) The miRNA is mmu-miR-1b-5p with sequence UACAUACUUCUUUACAUUCCA. The protein sequence of the target gene is MARLCRRVPCALLLGLAAVLLKARLVPAAARAELSRSDLSLIQQQQQQQQQQQLQEQKQREEAEEGRPEVPGASSTLVAPVSVFMLKVQVNDIVSRQYLSQAVVEVFVNYSKTNSTVTRSNGAVLIKVPYQLGLSLTIVAYKDGYVLTSLPWKTGRMPIYSSVTLSLFPQSQANIWLFEDTVLITGKLADAKSQPSVQFSKAFIKLPDNHHISNVTGYLTVLHQFLKVDSFLPATGVTYKSGLENVELTPHAAICVKIYSGGKELKVDGSIHVSLPLLHTSNIKIGDRIPAWTFDMNAGV.... Result: 0 (no interaction). (3) The miRNA is hsa-miR-514b-3p with sequence AUUGACACCUCUGUGAGUGGA. The protein sequence of the target gene is MAAARATTPADGEEPAPEAEALAAARERSSRFLSGLELVKQGAEARVFRGRFQGRAAVIKHRFPKGYRHPALEARLGRRRTVQEARALLRCRRAGISAPVVFFVDYASNCLYMEEIEGSVTVRDYIQSTMETEKTPQGLSNLAKTIGQVLARMHDEDLIHGDLTTSNMLLKPPLEQLNIVLIDFGLSFISALPEDKGVDLYVLEKAFLSTHPNTETVFEAFLKSYSTSSKKARPVLKKLDEVRLRGRKRSMVG. Result: 1 (interaction). (4) Result: 0 (no interaction). The miRNA is hsa-miR-6726-3p with sequence CUCGCCCUGUCUCCCGCUAG. The protein sequence of the target gene is MSSRGHSTLPRTLMAPRMISEGDIGGIAQITSSLFLGRGSVASNRHLLQARGITCIVNATIEIPNFNWPQFEYVKVPLADMPHAPIGLYFDTVADKIHSVSRKHGATLVHCAAGVSRSATLCIAYLMKFHNVCLLEAYNWVKARRPVIRPNVGFWRQLIDYERQLFGKSTVKMVQTPYGIVPDVYEKESRHLMPYWGI. (5) The miRNA is hsa-miR-624-5p with sequence UAGUACCAGUACCUUGUGUUCA. The protein sequence of the target gene is MEEFLQRAKSKLDRSKQLEQVHAVIGPKSCDLDSLISAFTYAYFLDKVSPPGVLCLPVLNIPRTEFNYFTETRFILEELNIPESFHIFRDEINLHQLNDEGKLSITLVGSHVLGSEDRTLESAVVRVINPGEQSDGELGFPETSSSLVLKELLREAPELITQQLAHLLRGSILFTWMSMDPELPEKQEEILSILEEQFPNLPPRDDIINVLQESQLSAQGLSLEQTMLKDLKELSDGEIKVAISTVNMTLEDYLLHGNITSDLKAFTDKFGFDVLILISSFTWEEQQRQQIAVYSQNLEL.... Result: 0 (no interaction). (6) The miRNA is hsa-miR-3175 with sequence CGGGGAGAGAACGCAGUGACGU. The protein sequence of the target gene is MAQRKNAKSSGNSSSSGSGSGSTSAGSSSPGARRETKHGGHKNGRKGGLSGTSFFTWFMVIALLGVWTSVAVVWFDLVDYEEVLGKLGIYDADGDGDFDVDDAKVLLGLKERSTSEPAVPPEEAEPHTEPEEQVPVEAEPQNIEDEAKEQIQSLLHEMVHAEHVEGEDLQQEDGPTGEPQQEDDEFLMATDVDDRFETLEPEVSHEETEHSYHVEETVSQDCNQDMEEMMSEQENPDSSEPVVEDERLHHDTDDVTYQVYEEQAVYEPLENEGIEITEVTAPPEDNPVEDSQVIVEEVSI.... Result: 1 (interaction). (7) The miRNA is hsa-miR-6881-3p with sequence AUCCUCUUUCGUCCUUCCCACU. The protein sequence of the target gene is MASVGPGGYAAEFVPPPECPVFEPSWEEFTDPLSFIGRIRPFAEKTGICKIRPPKDWQPPFACEVKTFRFTPRVQRLNELEAMTRVRLDFLDQLAKFWELQGSTLKIPVVERKILDLYALSKIVASKGGFEIVTKEKKWSKVGSRLGYLPGKGTGSLLKSHYERILYPYELFQSGVSLMGVQMPDLDLKEKVEAEVLSTDIQPSPERGTRMNIPPKRTRRVKSQSDSGEVNRNTELKKLQIFGAGPKVVGLAVGAKDKEDEVTRRRKVTNRSDAFNMQMRQRKGTLSVNFVDLYVCMFCG.... Result: 0 (no interaction). (8) The miRNA is mmu-miR-466p-3p with sequence AUACAUACACGCACACAUAAGA. The protein sequence of the target gene is MPLPPLSSRTLLLLLLLLLRGVWIAISSPPAGLGPQPAFRTFVASDWGLTHLVVHEQTGEVYVGAVNRIYKLSGNLTLLRAHVTGPVEDNEKCYPPPSVQSCPHGLGSTDNVNKLLLLDYAANRLLACGSASQGICQFLRLDDLFKLGEPHHRKEHYLSSVREAGSMAGVLIAGPPGQGQAKLFVGTPIDGKSEYFPTLSSRRLMANEEDADMFGFVYQDEFVSSQLKIPSDTLSKFPAFDIYYVYSFRSEQFVYYLTLQLDTQLTSPDAAGEHFFTSKIVRLCVNDPKFYSYVEFPIGC.... Result: 1 (interaction). (9) The miRNA is hsa-miR-298 with sequence AGCAGAAGCAGGGAGGUUCUCCCA. The protein sequence of the target gene is MKLQVFWTGLEYTCRLLGIATAAVLIGVGTETFLRGRFKSLAFYLLFTGVTISVCEGTYFVAQLLAICFKCQPGSLAHRAKERAHWLGCFQKFLAYMLLSVACFLHPVLVWHVTIPGSMLIITGLAYFLLSKRKKKKAAPEVAPPTEQYTDPSSSVVSTTGSGDTEQTYTFHEAFKEGPGSFFIHMKSILKGTKKPRVLQTQDTLMELALEPADSLAKKKQVHFEDNVVRIIPSLTEGLGDSDSEPEETSSDTTPIIPPSQTPHFLPSLMATDLF. Result: 0 (no interaction). (10) The miRNA is hsa-miR-6864-5p with sequence UUGAAGGGACAAGUCAGAUAUGCC. The protein sequence of the target gene is MPAMVEKGPEVSGKRRGRNNAAASASAAAASAAASAACASPAATAASGAAASSASAAAASAAAAPNNGQNKSLAAAAPNGNSSSNSWEEGSSGSSSDEEHGGGGMRVGPQYQAVVPDFDPAKLARRSQERDNLGMLVWSPNQNLSEAKLDEYIAIAKEKHGYNMEQALGMLFWHKHNIEKSLADLPNFTPFPDEWTVEDKVLFEQAFSFHGKTFHRIQQMLPDKSIASLVKFYYSWKKTRTKTSVMDRHARKQKREREESEDELEEANGNNPIDIEVDQNKESKKEVPPTETVPQVKKEK.... Result: 1 (interaction).